Dataset: Reaction yield outcomes from USPTO patents with 853,638 reactions. Task: Predict the reaction yield, written as a fraction of the theoretical maximum amount of product (1.0 means a 100% yield; for example, 0.34 means a 34% yield). (1) The reactants are CO[C:3]([C:5]1[N:6]([CH3:24])[N:7]=[C:8]([O:10][CH2:11][C:12]2[C:13]([C:18]3[CH:23]=[CH:22][CH:21]=[CH:20][N:19]=3)=[N:14][O:15][C:16]=2[CH3:17])[CH:9]=1)=[O:4].C[O:26][C:27]([C:29]1[NH:30]N=C(OCC2C(C3C=CC=CC=3)=NOC=2C)[CH:33]=1)=O.N[C@H](CO)C. No catalyst specified. The product is [OH:26][CH2:27][C@@H:29]([NH:30][C:3]([C:5]1[N:6]([CH3:24])[N:7]=[C:8]([O:10][CH2:11][C:12]2[C:13]([C:18]3[CH:23]=[CH:22][CH:21]=[CH:20][N:19]=3)=[N:14][O:15][C:16]=2[CH3:17])[CH:9]=1)=[O:4])[CH3:33]. The yield is 0.890. (2) The reactants are [C:1]1(B(O)O)[CH:6]=[CH:5][CH:4]=[CH:3][CH:2]=1.Cl[C:11]1[C:15]([N+:16]([O-:18])=[O:17])=[CH:14][N:13]([C:19]2[CH:20]=[N:21][CH:22]=[CH:23][CH:24]=2)[N:12]=1.C(O)C.C(=O)([O-])[O-].[K+].[K+]. The catalyst is C1(C)C=CC=CC=1.C1C=CC([P]([Pd]([P](C2C=CC=CC=2)(C2C=CC=CC=2)C2C=CC=CC=2)([P](C2C=CC=CC=2)(C2C=CC=CC=2)C2C=CC=CC=2)[P](C2C=CC=CC=2)(C2C=CC=CC=2)C2C=CC=CC=2)(C2C=CC=CC=2)C2C=CC=CC=2)=CC=1. The product is [N+:16]([C:15]1[C:11]([C:1]2[CH:6]=[CH:5][CH:4]=[CH:3][CH:2]=2)=[N:12][N:13]([C:19]2[CH:20]=[N:21][CH:22]=[CH:23][CH:24]=2)[CH:14]=1)([O-:18])=[O:17]. The yield is 0.800. (3) The reactants are [CH:1]1([CH:7]([O:9][C:10]2[CH:11]=[CH:12][C:13]3[CH2:14][N:15](C(OC(C)(C)C)=O)[CH2:16][CH2:17][O:18][C:19]=3[N:20]=2)[CH3:8])[CH2:6][CH2:5][CH2:4][CH2:3][CH2:2]1.[ClH:28].C(OCC)(=O)C. No catalyst specified. The product is [ClH:28].[CH:1]1([CH:7]([O:9][C:10]2[CH:11]=[CH:12][C:13]3[CH2:14][NH:15][CH2:16][CH2:17][O:18][C:19]=3[N:20]=2)[CH3:8])[CH2:6][CH2:5][CH2:4][CH2:3][CH2:2]1. The yield is 0.790. (4) The reactants are [Cl:1][CH2:2]C(CCl)=O.[CH2:7]([O:14][C:15]([NH:17][C@H:18]([C:26]([OH:28])=O)[CH2:19][C:20]1[CH:25]=[CH:24][CH:23]=[CH:22][CH:21]=1)=[O:16])[C:8]1[CH:13]=[CH:12][CH:11]=[CH:10][CH:9]=1.[BH4-].[Na+]. The catalyst is CO.O1CCCC1. The product is [CH2:7]([O:14][C:15]([NH:17][C@@H:18]([CH2:19][C:20]1[CH:21]=[CH:22][CH:23]=[CH:24][CH:25]=1)[C@H:26]([OH:28])[CH2:2][Cl:1])=[O:16])[C:8]1[CH:9]=[CH:10][CH:11]=[CH:12][CH:13]=1. The yield is 0.430. (5) The reactants are [O:1]1[CH:5]=[CH:4][CH:3]=[C:2]1[C:6]1[CH:7]=[C:8]([CH:12]=[CH:13][CH:14]=1)[C:9]([OH:11])=O.FC(F)(F)C(O)=O.[Cl:22][C:23]1[CH:28]=[CH:27][C:26]([NH:29][C:30]([C:32]2([F:38])[CH2:37][CH2:36][CH2:35][NH:34][CH2:33]2)=[O:31])=[CH:25][CH:24]=1.Cl.C(N=C=NCCCN(C)C)C.C(N(C(C)C)CC)(C)C.Cl. The catalyst is ClCCl. The product is [Cl:22][C:23]1[CH:28]=[CH:27][C:26]([NH:29][C:30]([C:32]2([F:38])[CH2:37][CH2:36][CH2:35][N:34]([C:9](=[O:11])[C:8]3[CH:12]=[CH:13][CH:14]=[C:6]([C:2]4[O:1][CH:5]=[CH:4][CH:3]=4)[CH:7]=3)[CH2:33]2)=[O:31])=[CH:25][CH:24]=1. The yield is 0.380. (6) The yield is 0.560. The reactants are Br[C:2]1[C:3]([Cl:23])=[C:4]([C:7]2[N:11]3[N:12]=[C:13]([CH3:21])[CH:14]=[C:15]([CH:16]([CH2:19][CH3:20])[CH2:17][CH3:18])[C:10]3=[N:9][C:8]=2[CH3:22])[S:5][CH:6]=1.[N:24]1[CH:29]=[CH:28][C:27](B(O)O)=[CH:26][CH:25]=1.C([O-])([O-])=O.[Na+].[Na+].C1C=CC(P(C2C=CC=CC=2)C2C=CC=CC=2)=CC=1.Cl.CCO. The product is [ClH:23].[Cl:23][C:3]1[C:2]([C:27]2[CH:28]=[CH:29][N:24]=[CH:25][CH:26]=2)=[CH:6][S:5][C:4]=1[C:7]1[N:11]2[N:12]=[C:13]([CH3:21])[CH:14]=[C:15]([CH:16]([CH2:19][CH3:20])[CH2:17][CH3:18])[C:10]2=[N:9][C:8]=1[CH3:22]. The catalyst is C(OCC)(=O)C.CC([O-])=O.CC([O-])=O.[Pd+2].C(O)CC. (7) The reactants are [CH3:1][O:2][C:3]1[CH:4]=[C:5]2[C:9](=[CH:10][CH:11]=1)[NH:8][CH:7]=[CH:6]2.[NH:12]1[CH2:17][CH2:16][C:15](=O)[CH2:14][CH2:13]1. The catalyst is [Pt](=O)=O. The product is [CH3:1][O:2][C:3]1[CH:4]=[C:5]2[C:9](=[CH:10][CH:11]=1)[NH:8][CH:7]=[C:6]2[CH:15]1[CH2:16][CH2:17][NH:12][CH2:13][CH2:14]1. The yield is 0.740. (8) The reactants are [C:1]([C:3]1[C:4]([C:9]2[CH:14]=[CH:13][CH:12]=[CH:11][CH:10]=2)=[N:5][O:6][C:7]=1[CH3:8])#[CH:2].[CH2:15]([O:17][C:18]([C:20]1[N:21]([CH3:27])[C:22](Br)=[N:23][C:24]=1[CH3:25])=[O:19])[CH3:16]. No catalyst specified. The product is [CH2:15]([O:17][C:18]([C:20]1[N:21]([CH3:27])[C:22]([C:2]#[C:1][C:3]2[C:4]([C:9]3[CH:14]=[CH:13][CH:12]=[CH:11][CH:10]=3)=[N:5][O:6][C:7]=2[CH3:8])=[N:23][C:24]=1[CH3:25])=[O:19])[CH3:16]. The yield is 0.630. (9) The reactants are C[O:2][C:3]1[CH:4]=[C:5]2[C:9](=[CH:10][CH:11]=1)[C@H:8]([CH2:12][C:13]([O:15][CH2:16][CH3:17])=[O:14])[CH2:7][CH2:6]2.[Al+3].[Cl-].[Cl-].[Cl-].CCS. The catalyst is C(Cl)Cl. The product is [OH:2][C:3]1[CH:4]=[C:5]2[C:9](=[CH:10][CH:11]=1)[C@H:8]([CH2:12][C:13]([O:15][CH2:16][CH3:17])=[O:14])[CH2:7][CH2:6]2. The yield is 0.960.